Dataset: Catalyst prediction with 721,799 reactions and 888 catalyst types from USPTO. Task: Predict which catalyst facilitates the given reaction. (1) Reactant: O.[F:2][C:3]1[CH:8]=[C:7]([F:9])[CH:6]=[CH:5][C:4]=1[C@:10]12[CH2:19][O:18][C@@H:17]([C:20](=O)[C:21]#[CH:22])[CH2:16][C@H:15]1[CH2:14][S:13][C:12]([NH:24][C:25](=[O:32])[C:26]1[CH:31]=[CH:30][CH:29]=[CH:28][CH:27]=1)=[N:11]2.Cl.[C:34]([NH2:37])(=[NH:36])[CH3:35].C(=O)([O-])[O-].[Na+].[Na+]. Product: [F:2][C:3]1[CH:8]=[C:7]([F:9])[CH:6]=[CH:5][C:4]=1[C@:10]12[CH2:19][O:18][C@@H:17]([C:20]3[CH:21]=[CH:22][N:37]=[C:34]([CH3:35])[N:36]=3)[CH2:16][C@H:15]1[CH2:14][S:13][C:12]([NH:24][C:25](=[O:32])[C:26]1[CH:27]=[CH:28][CH:29]=[CH:30][CH:31]=1)=[N:11]2. The catalyst class is: 13. (2) Reactant: [OH-:1].[Li+].C([N:6]1[C:14]2[C:9](=[CH:10][C:11](CC([O-])=O)=[CH:12][C:13]=2[CH3:15])[CH:8]=[N:7]1)(=O)C.[Cl-].[NH4+]. Product: [CH3:15][C:13]1[CH:12]=[C:11]([OH:1])[CH:10]=[C:9]2[C:14]=1[NH:6][N:7]=[CH:8]2. The catalyst class is: 111. (3) Reactant: [CH2:1]([CH2:3][NH2:4])[OH:2].C(N(CC)CC)C.[F:12][C:13]([F:26])([F:25])[S:14](O[S:14]([C:13]([F:26])([F:25])[F:12])(=[O:16])=[O:15])(=[O:16])=[O:15]. Product: [F:12][C:13]([F:26])([F:25])[S:14]([NH:4][CH2:3][CH2:1][OH:2])(=[O:16])=[O:15]. The catalyst class is: 10. (4) Reactant: S(=O)(=O)(O)N.[O:6]([C:13]1[CH:20]=[CH:19][C:16]([CH:17]=[O:18])=[CH:15][CH:14]=1)[C:7]1[CH:12]=[CH:11][CH:10]=[CH:9][CH:8]=1.Cl([O-])=[O:22].[Na+]. Product: [O:6]([C:13]1[CH:14]=[CH:15][C:16]([C:17]([OH:22])=[O:18])=[CH:19][CH:20]=1)[C:7]1[CH:8]=[CH:9][CH:10]=[CH:11][CH:12]=1. The catalyst class is: 283. (5) Reactant: C(OC([C:6]1([CH2:21][CH2:22][CH2:23][CH3:24])[CH2:15][CH2:14][C:13]2[C:8](=[CH:9][C:10]([F:19])=[C:11]([O:17][CH3:18])[C:12]=2[Cl:16])[C:7]1=[O:20])=O)C.Cl. Product: [CH2:21]([CH:6]1[CH2:15][CH2:14][C:13]2[C:8](=[CH:9][C:10]([F:19])=[C:11]([O:17][CH3:18])[C:12]=2[Cl:16])[C:7]1=[O:20])[CH2:22][CH2:23][CH3:24]. The catalyst class is: 52. (6) Reactant: [CH3:1][C:2]1[O:3][C:4]2[C:9]([C:10](=[O:12])[CH:11]=1)=[CH:8][CH:7]=[CH:6][C:5]=2[CH:13]=O.[C:15]([CH:17]=[C:18]([O-])[CH3:19])#[N:16].[Na+].[NH2:22][C:23]([CH3:33])=[CH:24][C:25](=[O:32])[CH2:26][CH2:27][CH:28]1[CH2:31][CH2:30][CH2:29]1.C(O)(=O)C. Product: [CH:28]1([CH2:27][CH2:26][C:25]([C:24]2[CH:13]([C:5]3[CH:6]=[CH:7][CH:8]=[C:9]4[C:4]=3[O:3][C:2]([CH3:1])=[CH:11][C:10]4=[O:12])[C:17]([C:15]#[N:16])=[C:18]([CH3:19])[NH:22][C:23]=2[CH3:33])=[O:32])[CH2:29][CH2:30][CH2:31]1. The catalyst class is: 41. (7) Reactant: [F:1][C:2]1[CH:3]=[CH:4][C:5]2[O:9][CH:8]=[C:7]([CH2:10]O)[C:6]=2[CH:12]=1.S(Cl)([Cl:15])=O. Product: [Cl:15][CH2:10][C:7]1[C:6]2[CH:12]=[C:2]([F:1])[CH:3]=[CH:4][C:5]=2[O:9][CH:8]=1. The catalyst class is: 2.